Dataset: Full USPTO retrosynthesis dataset with 1.9M reactions from patents (1976-2016). Task: Predict the reactants needed to synthesize the given product. (1) Given the product [Br:20][C:17]1[CH:18]=[CH:19][C:14]([O:13][C:7]2[CH:6]=[C:5]([CH2:4][C:3]([OH:35])=[O:2])[CH:10]=[CH:9][C:8]=2[O:11][CH3:12])=[C:15]([CH2:21][N:22]2[C@@H:26]([CH3:27])[C@@H:25]([C:28]3[CH:33]=[CH:32][CH:31]=[CH:30][CH:29]=3)[O:24][C:23]2=[O:34])[CH:16]=1, predict the reactants needed to synthesize it. The reactants are: C[O:2][C:3](=[O:35])[CH2:4][C:5]1[CH:10]=[CH:9][C:8]([O:11][CH3:12])=[C:7]([O:13][C:14]2[CH:19]=[CH:18][C:17]([Br:20])=[CH:16][C:15]=2[CH2:21][N:22]2[C@@H:26]([CH3:27])[C@@H:25]([C:28]3[CH:33]=[CH:32][CH:31]=[CH:30][CH:29]=3)[O:24][C:23]2=[O:34])[CH:6]=1.N1C=CC(B(O)O)=CC=1. (2) The reactants are: [NH2:1][C:2]1[CH:7]=[CH:6][C:5]([C:8]2[CH2:13][S:12][C:11]3=[N:14][N:15]=[C:16]([C:17]4[CH:22]=[CH:21][C:20]([O:23][CH3:24])=[C:19]([O:25][CH3:26])[CH:18]=4)[N:10]3[N:9]=2)=[CH:4][CH:3]=1.[C:27](OC(=O)C)(=[O:29])[CH3:28].C(N(CC)CC)C. Given the product [C:27]([NH:1][C:2]1[CH:3]=[CH:4][C:5]([C:8]2[CH2:13][S:12][C:11]3=[N:14][N:15]=[C:16]([C:17]4[CH:22]=[CH:21][C:20]([O:23][CH3:24])=[C:19]([O:25][CH3:26])[CH:18]=4)[N:10]3[N:9]=2)=[CH:6][CH:7]=1)(=[O:29])[CH3:28], predict the reactants needed to synthesize it. (3) Given the product [OH:20][CH2:19][C@H:10]1[C@H:9]2[CH2:8][CH2:7][N:6]([C:24]([O:26][C:27]([CH3:30])([CH3:29])[CH3:28])=[O:25])[C@H:18]2[C:17]2[CH:16]=[CH:15][CH:14]=[CH:13][C:12]=2[NH:11]1, predict the reactants needed to synthesize it. The reactants are: [Cl-].[Ca+2].[Cl-].[BH4-].[Na+].[N:6]1([C:24]([O:26][C:27]([CH3:30])([CH3:29])[CH3:28])=[O:25])[C@@H:18]2[C@@H:9]([C@H:10]([C:19](OCC)=[O:20])[NH:11][C:12]3[CH:13]=[CH:14][CH:15]=[CH:16][C:17]=32)[CH2:8][CH2:7]1.C(=O)([O-])O.[Na+]. (4) Given the product [Cl:1][C:2]1[N:3]=[CH:4][C:5]2[N:22]([CH3:25])[C:15](=[O:17])[C@@H:14]([CH:19]3[CH2:21][CH2:20]3)[N:8]([CH:9]3[CH2:13][CH2:12][CH2:11][CH2:10]3)[C:6]=2[N:7]=1, predict the reactants needed to synthesize it. The reactants are: [Cl:1][C:2]1[N:7]=[C:6]([N:8]([C@H:14]([CH:19]2[CH2:21][CH2:20]2)[C:15]([O:17]C)=O)[CH:9]2[CH2:13][CH2:12][CH2:11][CH2:10]2)[C:5]([N+:22]([O-])=O)=[CH:4][N:3]=1.[CH3:25]C(O)=O.